Dataset: Full USPTO retrosynthesis dataset with 1.9M reactions from patents (1976-2016). Task: Predict the reactants needed to synthesize the given product. (1) The reactants are: [CH2:1]([C:3]1[C:4]([CH3:13])=[N+:5]([O-:12])[CH:6]=[CH:7][C:8]=1[N+]([O-])=O)[CH3:2].C([Cl:17])(=O)C. Given the product [Cl:17][C:8]1[CH:7]=[CH:6][N+:5]([O-:12])=[C:4]([CH3:13])[C:3]=1[CH2:1][CH3:2], predict the reactants needed to synthesize it. (2) Given the product [Br:18][CH2:19][CH2:20][O:10][C:9]1[C:2]([F:1])=[CH:3][C:4]([C:5]#[N:6])=[CH:7][C:8]=1[F:11], predict the reactants needed to synthesize it. The reactants are: [F:1][C:2]1[CH:3]=[C:4]([CH:7]=[C:8]([F:11])[C:9]=1[OH:10])[C:5]#[N:6].C([O-])([O-])=O.[K+].[K+].[Br:18][CH2:19][CH2:20]Br.